From a dataset of Forward reaction prediction with 1.9M reactions from USPTO patents (1976-2016). Predict the product of the given reaction. The product is: [NH2:1][C:2]([NH:4][C:5]1[S:6][C:7]([C:11]2[CH:12]=[C:13]([NH:17][C:18]([C:19]3[CH:24]=[CH:44][C:35]4[C:34](=[CH:43][CH:38]=[CH:37][CH:36]=4)[CH:20]=3)=[O:33])[CH:14]=[CH:15][CH:16]=2)=[C:8]([CH3:10])[N:9]=1)=[NH:3]. Given the reactants [NH2:1][C:2]([NH:4][C:5]1[S:6][C:7]([C:11]2[CH:12]=[C:13]([NH:17][C:18](=[O:33])[C:19]3[CH:24]=CC(OCC4C=CC=CC=4)=C[CH:20]=3)[CH:14]=[CH:15][CH:16]=2)=[C:8]([CH3:10])[N:9]=1)=[NH:3].[CH:34]1[C:43]2[C:38](=CC=CC=2)[CH:37]=[CH:36][C:35]=1[C:44](Cl)=O, predict the reaction product.